From a dataset of Forward reaction prediction with 1.9M reactions from USPTO patents (1976-2016). Predict the product of the given reaction. (1) The product is: [CH:15]1([CH:8]([S:5]([CH2:4][CH2:3][C:2]([F:1])([F:11])[F:12])(=[O:6])=[O:7])[C:9]#[N:10])[CH2:20][CH2:19][CH2:18][CH2:14]1. Given the reactants [F:1][C:2]([F:12])([F:11])[CH2:3][CH2:4][S:5]([CH2:8][C:9]#[N:10])(=[O:7])=[O:6].N1[CH2:20][CH2:19][CH2:18][CH:14]1[C:15](O)=O.C1(=O)CCCC1.[BH4-].[Na+].Cl, predict the reaction product. (2) Given the reactants [Cl:1][C:2]1[CH:8]=[CH:7][C:5]([NH2:6])=[CH:4][C:3]=1[CH3:9].Cl.[N:11]([O-])=O.[Na+].[F:15][B-:16]([F:19])([F:18])[F:17].[Na+], predict the reaction product. The product is: [F:15][B-:16]([F:19])([F:18])[F:17].[Cl:1][C:2]1[CH:8]=[CH:7][C:5]([N+:6]#[N:11])=[CH:4][C:3]=1[CH3:9].